This data is from Forward reaction prediction with 1.9M reactions from USPTO patents (1976-2016). The task is: Predict the product of the given reaction. (1) Given the reactants [NH2:1][C:2]1[CH:7]=[CH:6][C:5]([Br:8])=[CH:4][C:3]=1[CH2:9][OH:10].[C:11](Cl)(=[O:13])[CH3:12], predict the reaction product. The product is: [Br:8][C:5]1[CH:6]=[CH:7][C:2]([NH:1][C:11](=[O:13])[CH3:12])=[C:3]([CH2:9][OH:10])[CH:4]=1. (2) Given the reactants [C:1]([C:4]1[C:22](=[O:23])[C@@:8]2([CH3:24])[C:9]3[C:15]([OH:16])=[CH:14][C:13]([O:17][CH3:18])=[C:12]([C:19]([NH2:21])=[O:20])[C:10]=3[O:11][C:7]2=[CH:6][C:5]=1[OH:25])(=[O:3])[CH3:2].[CH3:26][C:27]1[CH:36]=[C:35]([O:37][CH2:38][C:39]#[C:40][CH2:41][CH3:42])[C:34]2[C:29](=[CH:30][CH:31]=[CH:32][CH:33]=2)[C:28]=1[CH:43]=O.C([SiH](CC)CC)C.FC(F)(F)C(O)=O, predict the reaction product. The product is: [C:1]([C:4]1[C:22](=[O:23])[C@@:8]2([CH3:24])[C:9]3[C:15]([OH:16])=[CH:14][C:13]([O:17][CH3:18])=[C:12]([C:19]([NH:21][CH2:43][C:28]4[C:29]5[C:34](=[CH:33][CH:32]=[CH:31][CH:30]=5)[C:35]([O:37][CH2:38][C:39]#[C:40][CH2:41][CH3:42])=[CH:36][C:27]=4[CH3:26])=[O:20])[C:10]=3[O:11][C:7]2=[CH:6][C:5]=1[OH:25])(=[O:3])[CH3:2]. (3) The product is: [C:56]1([C:47]2[C:46]([C:43]3[CH:42]=[CH:41][C:40]([C:36]4([NH2:35])[CH2:39][CH2:38][CH2:37]4)=[CH:45][CH:44]=3)=[N:55][C:50]3[O:51][CH2:52][CH2:53][NH:54][C:49]=3[CH:48]=2)[CH:61]=[CH:60][CH:59]=[CH:58][CH:57]=1. Given the reactants NC1(C2C=CC(C3C(C4C=CC=CC=4)=CC4C(=O)CCCC=4N=3)=CC=2)CCC1.C(OC(=O)[NH:35][C:36]1([C:40]2[CH:45]=[CH:44][C:43]([C:46]3[C:47]([C:56]4[CH:61]=[CH:60][CH:59]=[CH:58][CH:57]=4)=[CH:48][C:49]4[NH:54][CH2:53][CH2:52][O:51][C:50]=4[N:55]=3)=[CH:42][CH:41]=2)[CH2:39][CH2:38][CH2:37]1)(C)(C)C, predict the reaction product. (4) Given the reactants P(Br)(Br)([Br:3])=O.[Cl:6][C:7]1[CH:12]=[C:11]([Cl:13])[CH:10]=[CH:9][C:8]=1[C:14]1[C:15]([CH3:22])=[N+:16]([O-])[CH:17]=[C:18]([CH3:20])[N:19]=1.CN(C1C2C(N(C)C)=CC=CC=2C=CC=1)C, predict the reaction product. The product is: [Br:3][C:17]1[C:18]([CH3:20])=[N:19][C:14]([C:8]2[CH:9]=[CH:10][C:11]([Cl:13])=[CH:12][C:7]=2[Cl:6])=[C:15]([CH3:22])[N:16]=1.[Cl:6][C:7]1[CH:12]=[C:11]([Cl:13])[CH:10]=[CH:9][C:8]=1[C:14]1[C:15]([CH3:22])=[N:16][CH:17]=[C:18]([CH3:20])[N:19]=1. (5) Given the reactants C(O[C:4]([N:6]1[C:10]2[CH:11]=[CH:12][CH:13]=[CH:14][C:9]=2[NH:8][C:7]1=[O:15])=O)C.CC(N=P(N1CCCC1)(N1CCCC1)N1CCCC1)(C)C.[C:37]([O:41][C:42](=[O:45])CBr)([CH3:40])([CH3:39])[CH3:38].[OH-].[Na+], predict the reaction product. The product is: [C:37]([O:41][C:42](=[O:45])[CH2:4][N:6]1[C:10]2[CH:11]=[CH:12][CH:13]=[CH:14][C:9]=2[NH:8][C:7]1=[O:15])([CH3:40])([CH3:39])[CH3:38]. (6) Given the reactants [OH-].[K+].[F:3][C:4]1[CH:9]=[C:8]([F:10])[CH:7]=[CH:6][C:5]=1[SH:11].[Cl:12][C:13]1[N:20]=[C:19](Cl)[CH:18]=[CH:17][C:14]=1[C:15]#[N:16].Cl, predict the reaction product. The product is: [Cl:12][C:13]1[N:20]=[C:19]([S:11][C:5]2[CH:6]=[CH:7][C:8]([F:10])=[CH:9][C:4]=2[F:3])[CH:18]=[CH:17][C:14]=1[C:15]#[N:16]. (7) Given the reactants [F:1][C:2]1[CH:3]=[C:4]([N:14]2[CH:23]=[CH:22][C:21]3[N:20]=[C:19]([O:24][CH2:25][C:26]([OH:28])=[O:27])[CH:18]=[CH:17][C:16]=3[C:15]2=[O:29])[CH:5]=[CH:6][C:7]=1[N:8]1[CH2:13][CH2:12][NH:11][CH2:10][CH2:9]1.CC1C=CC(S(O[CH2:41][CH2:42][CH2:43][C:44]2[C:52]3[C:47](=[CH:48][CH:49]=[C:50]([C:53]#[N:54])[CH:51]=3)[NH:46][CH:45]=2)(=O)=O)=CC=1.C(=O)([O-])[O-].[K+].[K+].[I-].[K+], predict the reaction product. The product is: [C:53]([C:50]1[CH:51]=[C:52]2[C:47](=[CH:48][CH:49]=1)[NH:46][CH:45]=[C:44]2[CH2:43][CH2:42][CH2:41][N:11]1[CH2:10][CH2:9][N:8]([C:7]2[CH:6]=[CH:5][C:4]([N:14]3[CH:23]=[CH:22][C:21]4[N:20]=[C:19]([O:24][CH2:25][C:26]([OH:28])=[O:27])[CH:18]=[CH:17][C:16]=4[C:15]3=[O:29])=[CH:3][C:2]=2[F:1])[CH2:13][CH2:12]1)#[N:54].